From a dataset of Reaction yield outcomes from USPTO patents with 853,638 reactions. Predict the reaction yield, written as a fraction of the theoretical maximum amount of product (1.0 means a 100% yield; for example, 0.34 means a 34% yield). (1) The reactants are [C:1]([O:5][C:6](=[O:24])[C@@H:7]([NH:18][C:19](=[O:23])[C@@H:20]([NH2:22])[CH3:21])[CH2:8][C:9]1[C:17]2[C:12](=[CH:13][CH:14]=[CH:15][CH:16]=2)[NH:11][CH:10]=1)([CH3:4])([CH3:3])[CH3:2].C(N(CC)C(C)C)(C)C.[Cl:34][C:35]1[C:43]([Cl:44])=[CH:42][CH:41]=[CH:40][C:36]=1[C:37](O)=[O:38].CN(C(ON1N=NC2C=CC=NC1=2)=[N+](C)C)C.F[P-](F)(F)(F)(F)F. The catalyst is CN(C=O)C. The product is [C:1]([O:5][C:6](=[O:24])[C@@H:7]([NH:18][C:19](=[O:23])[C@@H:20]([NH:22][C:37](=[O:38])[C:36]1[CH:40]=[CH:41][CH:42]=[C:43]([Cl:44])[C:35]=1[Cl:34])[CH3:21])[CH2:8][C:9]1[C:17]2[C:12](=[CH:13][CH:14]=[CH:15][CH:16]=2)[NH:11][CH:10]=1)([CH3:2])([CH3:3])[CH3:4]. The yield is 0.930. (2) The reactants are [F:1][C:2]([F:27])([F:26])[O:3][C:4]1[CH:9]=[CH:8][C:7]([C:10]2[CH:18]=[C:17]3[C:13]([C:14]([C:20](=[O:25])[C:21]([O:23]C)=[O:22])=[CH:15][N:16]3[CH3:19])=[CH:12][CH:11]=2)=[CH:6][CH:5]=1.[OH-].[Na+].O.Cl. The catalyst is CO. The product is [CH3:19][N:16]1[C:17]2[C:13](=[CH:12][CH:11]=[C:10]([C:7]3[CH:6]=[CH:5][C:4]([O:3][C:2]([F:1])([F:26])[F:27])=[CH:9][CH:8]=3)[CH:18]=2)[C:14]([C:20](=[O:25])[C:21]([OH:23])=[O:22])=[CH:15]1. The yield is 0.591.